This data is from Reaction yield outcomes from USPTO patents with 853,638 reactions. The task is: Predict the reaction yield, written as a fraction of the theoretical maximum amount of product (1.0 means a 100% yield; for example, 0.34 means a 34% yield). (1) The reactants are [CH3:1][S:2]([NH:5][C:6](=[O:12])[O:7][C:8]([CH3:11])([CH3:10])[CH3:9])(=[O:4])=[O:3].C([O-])([O-])=O.[K+].[K+].Cl[CH2:20][C:21]1[O:22][C:23]2[CH:29]=[C:28]([C:30]3[C:38]4[C:33](=[CH:34][C:35](F)=[CH:36][CH:37]=4)[N:32]([S:40]([C:43]4[CH:48]=[CH:47][CH:46]=[CH:45][CH:44]=4)(=[O:42])=[O:41])[CH:31]=3)[CH:27]=[CH:26][C:24]=2[N:25]=1. The catalyst is CN(C=O)C. The product is [CH3:1][S:2]([N:5]([CH2:20][C:21]1[O:22][C:23]2[CH:29]=[C:28]([C:30]3[C:38]4[C:33](=[CH:34][CH:35]=[CH:36][CH:37]=4)[N:32]([S:40]([C:43]4[CH:48]=[CH:47][CH:46]=[CH:45][CH:44]=4)(=[O:41])=[O:42])[CH:31]=3)[CH:27]=[CH:26][C:24]=2[N:25]=1)[C:6](=[O:12])[O:7][C:8]([CH3:9])([CH3:11])[CH3:10])(=[O:4])=[O:3]. The yield is 0.610. (2) The reactants are C([O:5][C:6](=O)[NH:7][C@H:8]([C:13](=[O:33])[NH:14][CH:15]1[CH2:21][CH:20]([CH3:22])[CH2:19][N:18]([S:23]([C:26]2[CH:31]=[CH:30][CH:29]=[CH:28][N:27]=2)(=[O:25])=[O:24])[CH2:17][CH:16]1[OH:32])[CH2:9][CH:10]([CH3:12])[CH3:11])(C)(C)C.Cl.O1CCOCC1.Cl.[CH3:43][O:44][C:45]1[CH:46]=[CH:47][C:48]2[O:52][C:51](C(O)=O)=[CH:50][C:49]=2[CH:56]=1.CN(C(ON1N=NC2C=CC=CC1=2)=[N+](C)C)C.F[P-](F)(F)(F)(F)F.CN1CCOCC1. No catalyst specified. The product is [OH:32][CH:16]1[CH:15]([NH:14][C:13]([C@@H:8]([NH:7][C:6]([C:51]2[O:52][C:48]3[CH:47]=[CH:46][C:45]([O:44][CH3:43])=[CH:56][C:49]=3[CH:50]=2)=[O:5])[CH2:9][CH:10]([CH3:11])[CH3:12])=[O:33])[CH2:21][CH:20]([CH3:22])[CH2:19][N:18]([S:23]([C:26]2[CH:31]=[CH:30][CH:29]=[CH:28][N:27]=2)(=[O:25])=[O:24])[CH2:17]1. The yield is 0.690.